Dataset: Peptide-MHC class II binding affinity with 134,281 pairs from IEDB. Task: Regression. Given a peptide amino acid sequence and an MHC pseudo amino acid sequence, predict their binding affinity value. This is MHC class II binding data. (1) The peptide sequence is GELQISDKIDAAFKI. The MHC is DRB3_0101 with pseudo-sequence DRB3_0101. The binding affinity (normalized) is 0.609. (2) The peptide sequence is KFTVFEAAFNKAIKE. The MHC is DRB1_0901 with pseudo-sequence DRB1_0901. The binding affinity (normalized) is 0.815. (3) The binding affinity (normalized) is 0.219. The MHC is DRB1_1501 with pseudo-sequence DRB1_1501. The peptide sequence is THMMIWHSNLNDATY.